The task is: Predict the reaction yield, written as a fraction of the theoretical maximum amount of product (1.0 means a 100% yield; for example, 0.34 means a 34% yield).. This data is from Reaction yield outcomes from USPTO patents with 853,638 reactions. (1) The reactants are [OH:1][C:2]1[C:7](=[O:8])[CH:6]=[CH:5][N:4]([CH3:9])[CH:3]=1.C(=O)([O-])[O-].[K+].[K+].C([O:18][CH:19](O)[CH:20]([F:22])[F:21])C. No catalyst specified. The product is [F:21][CH:20]([F:22])[CH:19]([C:3]1[N:4]([CH3:9])[CH:5]=[CH:6][C:7](=[O:8])[C:2]=1[OH:1])[OH:18]. The yield is 0.250. (2) The reactants are [C:1]([O:5][C:6]1[CH:13]=[CH:12][C:9]([CH:10]=[O:11])=[CH:8][C:7]=1[O:14][CH3:15])([CH3:4])([CH3:3])[CH3:2].[OH-].[K+].[O-:18][Mn](=O)(=O)=O.[K+]. The catalyst is O1CCOCC1. The product is [C:1]([O:5][C:6]1[CH:13]=[CH:12][C:9]([C:10]([OH:18])=[O:11])=[CH:8][C:7]=1[O:14][CH3:15])([CH3:4])([CH3:3])[CH3:2]. The yield is 0.490. (3) The catalyst is O.NN.C(O)C.O. The yield is 0.900. The reactants are [F:1][C:2]1[CH:3]=[C:4]2[C:8](=[CH:9][CH:10]=1)[N:7]([CH2:11][C:12]1[CH:17]=[CH:16][C:15]([O:18][CH3:19])=[CH:14][CH:13]=1)[C:6](=[O:20])[C:5]2=O. The product is [F:1][C:2]1[CH:3]=[C:4]2[C:8](=[CH:9][CH:10]=1)[N:7]([CH2:11][C:12]1[CH:17]=[CH:16][C:15]([O:18][CH3:19])=[CH:14][CH:13]=1)[C:6](=[O:20])[CH2:5]2. (4) The reactants are [C:1]([C:4]1[CH:9]=[CH:8][CH:7]=[CH:6][CH:5]=1)(=O)[CH3:2].Cl.[NH2:11][OH:12].[OH-].[Na+]. The catalyst is CO. The product is [C:1](=[N:11][OH:12])([C:4]1[CH:9]=[CH:8][CH:7]=[CH:6][CH:5]=1)[CH3:2]. The yield is 0.760.